Task: Predict the reaction yield, written as a fraction of the theoretical maximum amount of product (1.0 means a 100% yield; for example, 0.34 means a 34% yield).. Dataset: Reaction yield outcomes from USPTO patents with 853,638 reactions (1) The reactants are [CH3:1][C:2]1[CH:10]=[C:9]([N+:11]([O-:13])=[O:12])[CH:8]=[CH:7][C:3]=1[C:4](O)=[O:5].B(OC)(OC)OC.O1CCCC1.Cl. The catalyst is O. The product is [CH3:1][C:2]1[CH:10]=[C:9]([N+:11]([O-:13])=[O:12])[CH:8]=[CH:7][C:3]=1[CH2:4][OH:5]. The yield is 0.980. (2) The reactants are [NH2:1][C:2]1[CH:3]=[N:4][CH:5]=[CH:6][C:7]=1[CH2:8][OH:9].[H-].[Na+].F[C:13]1[C:22]2[C:17](=[CH:18][CH:19]=[CH:20][CH:21]=2)[C:16]([N+:23]([O-:25])=[O:24])=[CH:15][CH:14]=1.CO. The product is [N+:23]([C:16]1[C:17]2[C:22](=[CH:21][CH:20]=[CH:19][CH:18]=2)[C:13]([O:9][CH2:8][C:7]2[CH:6]=[CH:5][N:4]=[CH:3][C:2]=2[NH2:1])=[CH:14][CH:15]=1)([O-:25])=[O:24]. The yield is 0.770. The catalyst is C1COCC1. (3) The reactants are [H-].[Na+].[CH3:3][C:4]1([CH3:16])[CH2:9][CH2:8][CH2:7][C:6](=[O:10])[CH:5]1[C:11]([O:13][CH2:14][CH3:15])=[O:12].[F:17][C:18]([F:31])([F:30])[S:19](O[S:19]([C:18]([F:31])([F:30])[F:17])(=[O:21])=[O:20])(=[O:21])=[O:20].[Cl-].[NH4+]. The catalyst is C(OCC)C. The product is [CH3:3][C:4]1([CH3:16])[C:5]([C:11]([O:13][CH2:14][CH3:15])=[O:12])=[C:6]([O:10][S:19]([C:18]([F:31])([F:30])[F:17])(=[O:21])=[O:20])[CH2:7][CH2:8][CH2:9]1. The yield is 0.750.